This data is from hERG potassium channel inhibition data for cardiac toxicity prediction from Karim et al.. The task is: Regression/Classification. Given a drug SMILES string, predict its toxicity properties. Task type varies by dataset: regression for continuous values (e.g., LD50, hERG inhibition percentage) or binary classification for toxic/non-toxic outcomes (e.g., AMES mutagenicity, cardiotoxicity, hepatotoxicity). Dataset: herg_karim. (1) The drug is COc1ccc2ncc(=O)n(CCN3CC[C@H](NCc4cc5c(cn4)OCCO5)[C@@H](F)C3)c2c1. The result is 0 (non-blocker). (2) The molecule is Cc1ccc(S(=O)(=O)N/N=C/c2cn(CC(=O)Nc3ccccc3Cl)c3ccccc23)cc1. The result is 0 (non-blocker). (3) The compound is COC(=O)N(NC(=O)c1c(CN2CCCCC2)c(-c2ccccc2)nc2ccccc12)c1ccccc1. The result is 1 (blocker). (4) The compound is CCOC(=O)c1c(-c2ccc3c(c2)OCO3)csc1N. The result is 0 (non-blocker).